This data is from Reaction yield outcomes from USPTO patents with 853,638 reactions. The task is: Predict the reaction yield, written as a fraction of the theoretical maximum amount of product (1.0 means a 100% yield; for example, 0.34 means a 34% yield). (1) The reactants are [CH3:1][O:2][C:3]([C:5]1[C:9]([CH3:10])=[C:8]([C:11]2[CH:16]=[CH:15][C:14]([O:17][Si:18]([C:21]([CH3:24])([CH3:23])[CH3:22])([CH3:20])[CH3:19])=[CH:13][CH:12]=2)[N:7]([C:25]2[CH:30]=[CH:29][C:28]([Cl:31])=[CH:27][C:26]=2[Cl:32])[N:6]=1)=[O:4].[Br:33]N1C(=O)CCC1=O.CC(N=NC(C#N)(C)C)(C#N)C. The catalyst is ClCCCl. The product is [CH3:1][O:2][C:3]([C:5]1[C:9]([CH2:10][Br:33])=[C:8]([C:11]2[CH:12]=[CH:13][C:14]([O:17][Si:18]([C:21]([CH3:24])([CH3:23])[CH3:22])([CH3:19])[CH3:20])=[CH:15][CH:16]=2)[N:7]([C:25]2[CH:30]=[CH:29][C:28]([Cl:31])=[CH:27][C:26]=2[Cl:32])[N:6]=1)=[O:4]. The yield is 0.890. (2) The reactants are [CH:1]12[N:8]([C:9]3[N:14]=[C:13]([C:15]4[CH:20]=[CH:19][C:18]([N+:21]([O-])=O)=[CH:17][CH:16]=4)[N:12]=[C:11]([NH:24][CH:25]4[CH2:30][CH2:29][O:28][CH2:27][CH2:26]4)[CH:10]=3)[CH:5]([CH2:6][CH2:7]1)[CH2:4][O:3][CH2:2]2. The catalyst is ClCCl.CC(O)C.[Pd]. The product is [NH2:21][C:18]1[CH:17]=[CH:16][C:15]([C:13]2[N:12]=[C:11]([NH:24][CH:25]3[CH2:30][CH2:29][O:28][CH2:27][CH2:26]3)[CH:10]=[C:9]([N:8]3[CH:1]4[CH2:7][CH2:6][CH:5]3[CH2:4][O:3][CH2:2]4)[N:14]=2)=[CH:20][CH:19]=1. The yield is 0.910. (3) The reactants are [NH2:1][C:2]1[C:7]([F:8])=[C:6](Cl)[N:5]=[C:4]([C:10]([O:12][CH3:13])=[O:11])[C:3]=1[Cl:14].[F:15][C:16]1[C:17](B2OC(C)(C)C(C)(C)O2)=[CH:18][CH:19]=[C:20]2[C:24]=1[NH:23][CH:22]=[CH:21]2.[F-].[Cs+].[F-].[K+]. The catalyst is C(#N)C.O.Cl[Pd](Cl)([P](C1C=CC=CC=1)(C1C=CC=CC=1)C1C=CC=CC=1)[P](C1C=CC=CC=1)(C1C=CC=CC=1)C1C=CC=CC=1. The product is [NH2:1][C:2]1[C:7]([F:8])=[C:6]([C:17]2[C:16]([F:15])=[C:24]3[C:20]([CH:21]=[CH:22][NH:23]3)=[CH:19][CH:18]=2)[N:5]=[C:4]([C:10]([O:12][CH3:13])=[O:11])[C:3]=1[Cl:14]. The yield is 0.524. (4) The catalyst is C(OCC)(=O)C.C1C=CC(P(C2C=CC=CC=2)[C-]2C=CC=C2)=CC=1.C1C=CC(P(C2C=CC=CC=2)[C-]2C=CC=C2)=CC=1.Cl[Pd]Cl.[Fe+2].ClCCl. The product is [F:8][C:7]1[CH:6]=[CH:5][C:4]([NH:9][C:10]2[N:15]=[C:14]([C:16]([F:19])([F:18])[F:17])[CH:13]=[CH:12][N:11]=2)=[CH:3][C:2]=1[B:20]1[O:24][C:23]([CH3:26])([CH3:25])[C:22]([CH3:28])([CH3:27])[O:21]1. The reactants are Br[C:2]1[CH:3]=[C:4]([NH:9][C:10]2[N:15]=[C:14]([C:16]([F:19])([F:18])[F:17])[CH:13]=[CH:12][N:11]=2)[CH:5]=[CH:6][C:7]=1[F:8].[B:20]1([B:20]2[O:24][C:23]([CH3:26])([CH3:25])[C:22]([CH3:28])([CH3:27])[O:21]2)[O:24][C:23]([CH3:26])([CH3:25])[C:22]([CH3:28])([CH3:27])[O:21]1.C([O-])(=O)C.[K+].CS(C)=O. The yield is 1.00.